The task is: Predict the reactants needed to synthesize the given product.. This data is from Full USPTO retrosynthesis dataset with 1.9M reactions from patents (1976-2016). (1) Given the product [CH2:1]([Si:5]([CH3:18])([C:12]1[CH:13]=[CH:14][CH:15]=[CH:16][CH:17]=1)[CH:6]([OH:11])[CH2:7][CH:8]([CH3:10])[CH3:9])[CH2:2][CH:3]=[CH2:4], predict the reactants needed to synthesize it. The reactants are: [CH2:1]([Si:5]([CH3:18])([C:12]1[CH:17]=[CH:16][CH:15]=[CH:14][CH:13]=1)[C:6](=[O:11])[CH2:7][CH:8]([CH3:10])[CH3:9])[CH2:2][CH:3]=[CH2:4].[H-].[Al+3].[Li+].[H-].[H-].[H-]. (2) Given the product [Cl:2][C:3]1[CH:4]=[C:5]2[C:9](=[CH:10][CH:11]=1)[NH:8][CH:7]=[C:6]2[CH2:12][CH2:13][NH:14][C:69]([CH:66]1[CH2:67][CH2:68][N:64]([C:60]2[CH:61]=[CH:62][CH:63]=[C:58]([F:57])[CH:59]=2)[C:65]1=[O:72])=[O:70], predict the reactants needed to synthesize it. The reactants are: Cl.[Cl:2][C:3]1[CH:4]=[C:5]2[C:9](=[CH:10][CH:11]=1)[NH:8][CH:7]=[C:6]2[CH2:12][CH2:13][NH2:14].C1CN([P+](ON2N=NC3C=CC=CC2=3)(N2CCCC2)N2CCCC2)CC1.F[P-](F)(F)(F)(F)F.C(N(CC)C(C)C)(C)C.[F:57][C:58]1[CH:59]=[C:60]([N:64]2[CH2:68][CH2:67][CH:66]([C:69](O)=[O:70])[C:65]2=[O:72])[CH:61]=[CH:62][CH:63]=1.